From a dataset of Forward reaction prediction with 1.9M reactions from USPTO patents (1976-2016). Predict the product of the given reaction. (1) The product is: [NH2:7][C:8]([CH3:35])([CH3:34])[CH2:9][NH:10][CH:11]([C:15]1[N:24]([CH2:25][C:26]2[CH:27]=[CH:28][CH:29]=[CH:30][CH:31]=2)[C:23](=[O:32])[C:22]2[C:17](=[CH:18][C:19]([Cl:33])=[CH:20][CH:21]=2)[N:16]=1)[CH:12]([CH3:14])[CH3:13]. Given the reactants C(OC(=O)[NH:7][C:8]([CH3:35])([CH3:34])[CH2:9][NH:10][CH:11]([C:15]1[N:24]([CH2:25][C:26]2[CH:31]=[CH:30][CH:29]=[CH:28][CH:27]=2)[C:23](=[O:32])[C:22]2[C:17](=[CH:18][C:19]([Cl:33])=[CH:20][CH:21]=2)[N:16]=1)[CH:12]([CH3:14])[CH3:13])(C)(C)C.FC(F)(F)C(O)=O, predict the reaction product. (2) Given the reactants [C:1]([N:4]1[C:13]2[C:8](=[N:9][C:10](Br)=[CH:11][CH:12]=2)[C@H:7]([NH:15][C:16](=[O:25])[O:17][CH2:18][C:19]2[CH:24]=[CH:23][CH:22]=[CH:21][CH:20]=2)[C@@H:6]([CH3:26])[C@@H:5]1[CH:27]1[CH2:29][CH2:28]1)(=[O:3])[CH3:2].[NH:30]1[CH2:35][CH2:34][O:33][CH2:32][CH2:31]1.CC(C)([O-])C.[Na+].CN(C1C(C2C(P(C3CCCCC3)C3CCCCC3)=CC=CC=2)=CC=CC=1)C, predict the reaction product. The product is: [C:1]([N:4]1[C:13]2[C:8](=[N:9][C:10]([N:30]3[CH2:35][CH2:34][O:33][CH2:32][CH2:31]3)=[CH:11][CH:12]=2)[C@H:7]([NH:15][C:16](=[O:25])[O:17][CH2:18][C:19]2[CH:24]=[CH:23][CH:22]=[CH:21][CH:20]=2)[C@@H:6]([CH3:26])[C@@H:5]1[CH:27]1[CH2:29][CH2:28]1)(=[O:3])[CH3:2]. (3) Given the reactants [NH2:1][C:2]1[C:9]([NH2:10])=[CH:8][C:5]([C:6]#[N:7])=[C:4]([CH3:11])[CH:3]=1.[CH:12](O)=O, predict the reaction product. The product is: [CH3:11][C:4]1[C:5]([C:6]#[N:7])=[CH:8][C:9]2[NH:10][CH:12]=[N:1][C:2]=2[CH:3]=1. (4) Given the reactants [NH2:1][CH2:2][CH:3]([OH:17])[CH2:4][NH:5][S:6]([C:9]1[CH:14]=[CH:13][C:12]([Cl:15])=[CH:11][C:10]=1[Cl:16])(=[O:8])=[O:7].[C:18]([O:22][C:23](O[C:23]([O:22][C:18]([CH3:21])([CH3:20])[CH3:19])=[O:24])=[O:24])([CH3:21])([CH3:20])[CH3:19], predict the reaction product. The product is: [Cl:16][C:10]1[CH:11]=[C:12]([Cl:15])[CH:13]=[CH:14][C:9]=1[S:6]([NH:5][CH2:4][CH:3]([OH:17])[CH2:2][NH:1][C:23](=[O:24])[O:22][C:18]([CH3:21])([CH3:20])[CH3:19])(=[O:7])=[O:8]. (5) Given the reactants [I:1][C:2]1[N:7]=[N:6][C:5]2[N:8]([CH3:17])[N:9]=[C:10]([C:11]3[CH:16]=[CH:15][CH:14]=[CH:13][CH:12]=3)[C:4]=2[C:3]=1O.P(Cl)(Cl)([Cl:21])=O, predict the reaction product. The product is: [Cl:21][C:3]1[C:2]([I:1])=[N:7][N:6]=[C:5]2[N:8]([CH3:17])[N:9]=[C:10]([C:11]3[CH:16]=[CH:15][CH:14]=[CH:13][CH:12]=3)[C:4]=12. (6) Given the reactants CCN(C(C)C)C(C)C.[N:10]1[CH:15]=[CH:14][CH:13]=[CH:12][C:11]=1[N:16]1[CH:20]=[C:19]([C:21]([OH:23])=O)[N:18]=[N:17]1.C1C=CC2N(O)N=NC=2C=1.CCN=C=NCCCN(C)C.Cl.[NH2:46][CH2:47][C:48]([N:50]1[CH2:55][CH2:54][N:53]([C:56](=[O:68])[C:57]2[CH:62]=[C:61]([F:63])[CH:60]=[CH:59][C:58]=2[C:64]([F:67])([F:66])[F:65])[CH2:52][CH2:51]1)=[O:49], predict the reaction product. The product is: [F:63][C:61]1[CH:60]=[CH:59][C:58]([C:64]([F:66])([F:65])[F:67])=[C:57]([CH:62]=1)[C:56]([N:53]1[CH2:54][CH2:55][N:50]([C:48](=[O:49])[CH2:47][NH:46][C:21]([C:19]2[N:18]=[N:17][N:16]([C:11]3[CH:12]=[CH:13][CH:14]=[CH:15][N:10]=3)[CH:20]=2)=[O:23])[CH2:51][CH2:52]1)=[O:68]. (7) The product is: [C:23]1([C:10]([C:7]2[N:6]=[C:5]3[NH:1][CH:2]=[CH:3][C:4]3=[CH:9][CH:8]=2)=[O:21])[CH:28]=[CH:27][CH:26]=[CH:25][CH:24]=1. Given the reactants [NH:1]1[C:5]2=[N:6][C:7]([C:10]#N)=[CH:8][CH:9]=[C:4]2[CH:3]=[CH:2]1.C[Si](Cl)(C)C.[Mg].[Cl-].[NH4+].Cl.[OH-:21].[NH4+].[C:23]1([Mg]Br)[CH:28]=[CH:27][CH:26]=[CH:25][CH:24]=1, predict the reaction product.